This data is from Merck oncology drug combination screen with 23,052 pairs across 39 cell lines. The task is: Regression. Given two drug SMILES strings and cell line genomic features, predict the synergy score measuring deviation from expected non-interaction effect. (1) Drug 1: O=S1(=O)NC2(CN1CC(F)(F)F)C1CCC2Cc2cc(C=CCN3CCC(C(F)(F)F)CC3)ccc2C1. Drug 2: O=C(NOCC(O)CO)c1ccc(F)c(F)c1Nc1ccc(I)cc1F. Cell line: RPMI7951. Synergy scores: synergy=3.27. (2) Drug 1: O=S1(=O)NC2(CN1CC(F)(F)F)C1CCC2Cc2cc(C=CCN3CCC(C(F)(F)F)CC3)ccc2C1. Drug 2: Cn1nnc2c(C(N)=O)ncn2c1=O. Cell line: T47D. Synergy scores: synergy=-42.3. (3) Drug 1: C=CCn1c(=O)c2cnc(Nc3ccc(N4CCN(C)CC4)cc3)nc2n1-c1cccc(C(C)(C)O)n1. Drug 2: CNC(=O)c1cc(Oc2ccc(NC(=O)Nc3ccc(Cl)c(C(F)(F)F)c3)cc2)ccn1. Cell line: OCUBM. Synergy scores: synergy=4.71. (4) Drug 1: CCN(CC)CCNC(=O)c1c(C)[nH]c(C=C2C(=O)Nc3ccc(F)cc32)c1C. Drug 2: O=C(NOCC(O)CO)c1ccc(F)c(F)c1Nc1ccc(I)cc1F. Cell line: NCIH2122. Synergy scores: synergy=15.5. (5) Drug 1: CC(=O)OC1C(=O)C2(C)C(O)CC3OCC3(OC(C)=O)C2C(OC(=O)c2ccccc2)C2(O)CC(OC(=O)C(O)C(NC(=O)c3ccccc3)c3ccccc3)C(C)=C1C2(C)C. Drug 2: Cn1cc(-c2cnn3c(N)c(Br)c(C4CCCNC4)nc23)cn1. Cell line: HCT116. Synergy scores: synergy=-7.80. (6) Drug 1: CS(=O)(=O)CCNCc1ccc(-c2ccc3ncnc(Nc4ccc(OCc5cccc(F)c5)c(Cl)c4)c3c2)o1. Drug 2: CCc1cnn2c(NCc3ccc[n+]([O-])c3)cc(N3CCCCC3CCO)nc12. Cell line: SKMES1. Synergy scores: synergy=6.61. (7) Drug 1: O=S1(=O)NC2(CN1CC(F)(F)F)C1CCC2Cc2cc(C=CCN3CCC(C(F)(F)F)CC3)ccc2C1. Drug 2: COC1CC2CCC(C)C(O)(O2)C(=O)C(=O)N2CCCCC2C(=O)OC(C(C)CC2CCC(OP(C)(C)=O)C(OC)C2)CC(=O)C(C)C=C(C)C(O)C(OC)C(=O)C(C)CC(C)C=CC=CC=C1C. Cell line: RPMI7951. Synergy scores: synergy=23.3.